Predict the reaction yield, written as a fraction of the theoretical maximum amount of product (1.0 means a 100% yield; for example, 0.34 means a 34% yield). From a dataset of Reaction yield outcomes from USPTO patents with 853,638 reactions. The reactants are Br[C:2]1[CH:7]=[CH:6][CH:5]=[C:4]([O:8][CH:9]2[CH2:11][CH2:10]2)[CH:3]=1.CC1(C)C(C)(C)[O:16][B:15](B2OC(C)(C)C(C)(C)O2)[O:14]1.C(Cl)Cl.CS(C)=O. The catalyst is C(OCC)(=O)C. The product is [CH:9]1([O:8][C:4]2[CH:3]=[C:2]([B:15]([OH:16])[OH:14])[CH:7]=[CH:6][CH:5]=2)[CH2:11][CH2:10]1. The yield is 0.230.